Dataset: Experimentally validated miRNA-target interactions with 360,000+ pairs, plus equal number of negative samples. Task: Binary Classification. Given a miRNA mature sequence and a target amino acid sequence, predict their likelihood of interaction. The miRNA is hsa-miR-4446-3p with sequence CAGGGCUGGCAGUGACAUGGGU. The protein sequence of the target gene is MMCEVMPTISEDGRRGSALGPDEAGGELERLMVTMLTERERLLETLREAQDGLATAQLRLRELGHEKDSLQRQLSIALPQEFAALTKELNLCREQLLEREEEIAELKAERNNTRLLLEHLECLVSRHERSLRMTVVKRQAQSPGGVSSEVEVLKALKSLFEHHKALDEKVRERLRMALERVAVLEEELELSNQEALNLRDQLSRRRSGLEEPGKDGDGQTLANGLGPVGESNRRTAELEEALERQRAEVCQLRERLAVLCRQMSQLEEELGTAHRELGKAEEANSKLQRDLKEALAQRED.... Result: 0 (no interaction).